This data is from CYP1A2 inhibition data for predicting drug metabolism from PubChem BioAssay. The task is: Regression/Classification. Given a drug SMILES string, predict its absorption, distribution, metabolism, or excretion properties. Task type varies by dataset: regression for continuous measurements (e.g., permeability, clearance, half-life) or binary classification for categorical outcomes (e.g., BBB penetration, CYP inhibition). Dataset: cyp1a2_veith. (1) The compound is CCCNC(=O)OC[C@@H]1O[C@H](CCO/N=C\C[C@H]2C=C[C@H](OC(C)=O)[C@@H](COC(C)=O)O2)C=C[C@@H]1Oc1ccc(OC)cc1. The result is 0 (non-inhibitor). (2) The molecule is Cc1cccc(N=C2NN=C(c3ccc4c(c3)OCCO4)CS2)c1. The result is 1 (inhibitor). (3) The compound is CCCCNc1cc(C(=O)O)cc(S(N)(=O)=O)c1Oc1ccccc1. The result is 0 (non-inhibitor). (4) The molecule is COc1cccc2c1C(=O)c1c(O)c3c(c(O)c1C2=O)C[C@](O)(C(=O)CO)C[C@H]3O[C@@H]1C[C@H](N)[C@H](O)[C@H](C)O1. The result is 0 (non-inhibitor). (5) The compound is COc1ccccc1-c1ccc2ncnc(NC3CC3)c2c1. The result is 1 (inhibitor). (6) The drug is O=C(O)c1cc(S(=O)(=O)NCC2CCCO2)ccc1Cl. The result is 0 (non-inhibitor). (7) The compound is COc1cccc(/C=N/NC(=O)CO/N=C(\C)c2cccs2)c1OC. The result is 1 (inhibitor).